Dataset: Full USPTO retrosynthesis dataset with 1.9M reactions from patents (1976-2016). Task: Predict the reactants needed to synthesize the given product. (1) Given the product [C:20]([O:24][C:25](=[O:26])[NH:27][C@H:28]([CH2:32][CH:33]([CH3:34])[CH3:35])[C:29]([NH:8][C:7]1[CH:9]=[C:3]([O:2][CH3:1])[C:4]([C:15]2[O:19][CH:18]=[N:17][CH:16]=2)=[CH:5][C:6]=1[C:10]1[O:14][CH:13]=[N:12][CH:11]=1)=[O:30])([CH3:23])([CH3:22])[CH3:21], predict the reactants needed to synthesize it. The reactants are: [CH3:1][O:2][C:3]1[C:4]([C:15]2[O:19][CH:18]=[N:17][CH:16]=2)=[CH:5][C:6]([C:10]2[O:14][CH:13]=[N:12][CH:11]=2)=[C:7]([CH:9]=1)[NH2:8].[C:20]([O:24][C:25]([NH:27][C@H:28]([CH2:32][CH:33]([CH3:35])[CH3:34])[C:29](O)=[O:30])=[O:26])([CH3:23])([CH3:22])[CH3:21].O=P(Cl)(Cl)Cl.Cl. (2) Given the product [F:42][C:39]1[CH:38]=[CH:37][C:36]([CH2:35][C:34](=[O:43])[CH2:33][NH:32][C:28]([C:10]2[N:11]=[C:12]3[N:18]([CH2:19][C:20](=[O:27])[N:21]4[CH2:22][CH2:23][CH2:24][CH2:25][CH2:26]4)[CH:17]=[CH:16][N:13]3[C:14](=[O:15])[C:9]=2[O:8][CH2:1][C:2]2[CH:3]=[CH:4][CH:5]=[CH:6][CH:7]=2)=[O:30])=[CH:41][CH:40]=1, predict the reactants needed to synthesize it. The reactants are: [CH2:1]([O:8][C:9]1[C:14](=[O:15])[N:13]2[CH:16]=[CH:17][N:18]([CH2:19][C:20](=[O:27])[N:21]3[CH2:26][CH2:25][CH2:24][CH2:23][CH2:22]3)[C:12]2=[N:11][C:10]=1[C:28]([OH:30])=O)[C:2]1[CH:7]=[CH:6][CH:5]=[CH:4][CH:3]=1.Cl.[NH2:32][CH2:33][C:34](=[O:43])[CH2:35][C:36]1[CH:41]=[CH:40][C:39]([F:42])=[CH:38][CH:37]=1.CCN=C=NCCCN(C)C.Cl.C1C=CC2N(O)N=NC=2C=1.C(=O)(O)[O-].[Na+]. (3) Given the product [Cl:8][C:6]1[N:5]=[CH:4][N:3]=[C:2]([NH:14][CH2:15][C@@H:16]([C:18]2[CH:23]=[CH:22][CH:21]=[CH:20][CH:19]=2)[OH:17])[CH:7]=1, predict the reactants needed to synthesize it. The reactants are: Cl[C:2]1[CH:7]=[C:6]([Cl:8])[N:5]=[CH:4][N:3]=1.C([O-])(O)=O.[Na+].[NH2:14][CH2:15][C@@H:16]([C:18]1[CH:23]=[CH:22][CH:21]=[CH:20][CH:19]=1)[OH:17]. (4) Given the product [N:1]1([S:11]([C:14]2[O:18][C:17]([C:19]([OH:21])=[O:20])=[CH:16][CH:15]=2)(=[O:12])=[O:13])[C:10]2[C:5](=[CH:6][CH:7]=[CH:8][CH:9]=2)[CH2:4][CH2:3][CH2:2]1, predict the reactants needed to synthesize it. The reactants are: [N:1]1([S:11]([C:14]2[O:18][C:17]([C:19]([O:21]C)=[O:20])=[CH:16][CH:15]=2)(=[O:13])=[O:12])[C:10]2[C:5](=[CH:6][CH:7]=[CH:8][CH:9]=2)[CH2:4][CH2:3][CH2:2]1.[OH-].[Na+].C1COCC1.Cl. (5) Given the product [F:16][C:13]1[CH:14]=[N:15][C:7]([O:6][C:5]2[CH:17]=[CH:18][CH:19]=[C:3]([S:2][CH3:1])[CH:4]=2)=[C:8]([CH:12]=1)[C:9]([NH:28][CH:29]1[CH2:34][CH2:33][CH2:32][CH2:31][C:30]1([OH:35])[CH3:36])=[O:11], predict the reactants needed to synthesize it. The reactants are: [CH3:1][S:2][C:3]1[CH:4]=[C:5]([CH:17]=[CH:18][CH:19]=1)[O:6][C:7]1[N:15]=[CH:14][C:13]([F:16])=[CH:12][C:8]=1[C:9]([OH:11])=O.C(N(CC)CC)C.Cl.[NH2:28][CH:29]1[CH2:34][CH2:33][CH2:32][CH2:31][C:30]1([CH3:36])[OH:35].Cl.CN(C)CCCN=C=NCC.ON1C2C=CC=CC=2N=N1. (6) Given the product [O:29]=[C:21]1[N:22]([CH2:25][C:26](=[O:27])[NH:9][C:6]2[CH:5]=[CH:4][C:3]([C:2]([F:1])([F:10])[F:11])=[CH:8][N:7]=2)[CH2:23][CH2:24][N:19]([C:17]([O:16][C:12]([CH3:15])([CH3:14])[CH3:13])=[O:18])[CH2:20]1, predict the reactants needed to synthesize it. The reactants are: [F:1][C:2]([F:11])([F:10])[C:3]1[CH:4]=[CH:5][C:6]([NH2:9])=[N:7][CH:8]=1.[C:12]([O:16][C:17]([N:19]1[CH2:24][CH2:23][N:22]([CH2:25][C:26](O)=[O:27])[C:21](=[O:29])[CH2:20]1)=[O:18])([CH3:15])([CH3:14])[CH3:13].CN(C(ON1N=NC2C=CC=NC1=2)=[N+](C)C)C.F[P-](F)(F)(F)(F)F.C(N(CC)CC)C.